Task: Predict the product of the given reaction.. Dataset: Forward reaction prediction with 1.9M reactions from USPTO patents (1976-2016) Given the reactants [Cl:1][C:2]1[S:6][C:5]([C:7]([OH:9])=O)=[CH:4][CH:3]=1.C(N(CC)CC)C.F[P-](F)(F)(F)(F)F.N1(O[P+](N(C)C)(N(C)C)N(C)C)C2C=CC=CC=2N=N1.[F:44][C:45]1[CH:46]=[C:47]([N:52]2[CH:56]=[C:55]([CH2:57][NH2:58])[N:54]=[CH:53]2)[CH:48]=[CH:49][C:50]=1[I:51], predict the reaction product. The product is: [Cl:1][C:2]1[S:6][C:5]([C:7]([NH:58][CH2:57][C:55]2[N:54]=[CH:53][N:52]([C:47]3[CH:48]=[CH:49][C:50]([I:51])=[C:45]([F:44])[CH:46]=3)[CH:56]=2)=[O:9])=[CH:4][CH:3]=1.